This data is from Reaction yield outcomes from USPTO patents with 853,638 reactions. The task is: Predict the reaction yield, written as a fraction of the theoretical maximum amount of product (1.0 means a 100% yield; for example, 0.34 means a 34% yield). The reactants are C([O:4][CH2:5][CH2:6][C@:7]([OH:50])([C@@H:11]([C:29](=[O:49])[NH:30][C@H:31]([CH2:44][O:45]C(=O)C)[CH2:32][C:33]1[CH:38]=[CH:37][C:36]([O:39][CH2:40][C:41]#[C:42][CH3:43])=[CH:35][CH:34]=1)/[CH:12]=[CH:13]/[CH2:14][CH2:15][CH2:16][CH2:17][CH2:18][CH2:19][C:20](=[O:28])[CH2:21][CH2:22][CH2:23][CH2:24][CH2:25][CH2:26][CH3:27])[C:8]([OH:10])=[O:9])(=O)C.CO.[Li+].[OH-]. The catalyst is O. The product is [CH2:40]([O:39][C:36]1[CH:35]=[CH:34][C:33]([CH2:32][C@H:31]([NH:30][C:29]([C@@H:11](/[CH:12]=[CH:13]/[CH2:14][CH2:15][CH2:16][CH2:17][CH2:18][CH2:19][C:20](=[O:28])[CH2:21][CH2:22][CH2:23][CH2:24][CH2:25][CH2:26][CH3:27])[C@@:7]([OH:50])([CH2:6][CH2:5][OH:4])[C:8]([OH:10])=[O:9])=[O:49])[CH2:44][OH:45])=[CH:38][CH:37]=1)[C:41]#[C:42][CH3:43]. The yield is 0.600.